Dataset: Full USPTO retrosynthesis dataset with 1.9M reactions from patents (1976-2016). Task: Predict the reactants needed to synthesize the given product. (1) Given the product [I:13][C:10]1[C:11]2[S:12][C:5]([C:3]([OH:4])=[O:2])=[CH:6][C:7]=2[NH:8][N:9]=1, predict the reactants needed to synthesize it. The reactants are: C[O:2][C:3]([C:5]1[S:12][C:11]2[C:10]([I:13])=[N:9][NH:8][C:7]=2[CH:6]=1)=[O:4].[OH-].[K+].O. (2) Given the product [CH3:1][C:2]1[CH:7]=[C:6]([NH:8][C:9]([C:11]2[C:16]([NH:17][C:26]3[CH:31]=[C:30]([F:32])[CH:29]=[C:28]([F:33])[CH:27]=3)=[CH:15][CH:14]=[C:13]([CH3:24])[N:12]=2)=[O:10])[CH:5]=[CH:4][N:3]=1, predict the reactants needed to synthesize it. The reactants are: [CH3:1][C:2]1[CH:7]=[C:6]([NH:8][C:9]([C:11]2[C:16]([NH:17]C3C=NC=CC=3)=[CH:15][CH:14]=[C:13]([CH3:24])[N:12]=2)=[O:10])[CH:5]=[CH:4][N:3]=1.Br[C:26]1[CH:31]=[C:30]([F:32])[CH:29]=[C:28]([F:33])[CH:27]=1. (3) Given the product [Br:1][C:2]1[CH:3]=[CH:4][C:5]([N:8]2[CH2:9][CH2:10][CH:11]([O:14][CH2:15][CH2:16][OH:17])[CH2:12][CH2:13]2)=[CH:6][CH:7]=1, predict the reactants needed to synthesize it. The reactants are: [Br:1][C:2]1[CH:7]=[CH:6][C:5]([N:8]2[CH2:13][CH2:12][CH:11]([O:14][CH2:15][C:16](OC(C)(C)C)=[O:17])[CH2:10][CH2:9]2)=[CH:4][CH:3]=1.[H-].[Al+3].[Li+].[H-].[H-].[H-]. (4) Given the product [Br:5][C:6]1[C:15]([F:16])=[CH:14][C:9]([C:10]([O:12][CH3:13])=[O:11])=[C:8]([OH:17])[CH:7]=1, predict the reactants needed to synthesize it. The reactants are: B(Br)(Br)Br.[Br:5][C:6]1[C:15]([F:16])=[CH:14][C:9]([C:10]([O:12][CH3:13])=[O:11])=[C:8]([O:17]C)[CH:7]=1. (5) Given the product [ClH:1].[ClH:1].[CH:28]1([NH:3][C@@H:4]2[CH2:6][C@H:5]2[C:7]2[CH:8]=[C:9]([CH:20]=[CH:21][CH:22]=2)[C:10]([NH:12][C:13]2[N:17]([CH3:18])[N:16]=[C:15]([CH3:19])[CH:14]=2)=[O:11])[CH2:31][CH2:30][CH2:29]1, predict the reactants needed to synthesize it. The reactants are: [ClH:1].Cl.[NH2:3][CH:4]1[CH2:6][CH:5]1[C:7]1[CH:8]=[C:9]([CH:20]=[CH:21][CH:22]=1)[C:10]([NH:12][C:13]1[N:17]([CH3:18])[N:16]=[C:15]([CH3:19])[CH:14]=1)=[O:11].C(=O)([O-])O.[Na+].[C:28]1(=O)[CH2:31][CH2:30][CH2:29]1. (6) Given the product [Cl:19][C:18]1[CH:17]=[C:16]([CH3:20])[CH:15]=[C:14]([Cl:21])[C:13]=1[O:12][CH2:11][CH2:10][CH2:9][OH:8], predict the reactants needed to synthesize it. The reactants are: C([Si]([O:8][CH2:9][CH2:10][CH2:11][O:12][C:13]1[C:18]([Cl:19])=[CH:17][C:16]([CH3:20])=[CH:15][C:14]=1[Cl:21])(C)C)(C)(C)C.[F-].C([N+](CCCC)(CCCC)CCCC)CCC. (7) Given the product [CH2:30]([O:29][CH2:28][C:27]1[N:14]([CH2:13][CH2:12][CH2:11][OH:10])[C:15]2[C:20]([CH3:21])=[C:19]([CH3:22])[N:18]3[N:23]=[N:24][N:25]=[C:17]3[C:16]=2[N:26]=1)[CH3:31], predict the reactants needed to synthesize it. The reactants are: C(=O)([O-])[O-].[K+].[K+].C([O:10][CH2:11][CH2:12][CH2:13][NH:14][C:15]1[C:20]([CH3:21])=[C:19]([CH3:22])[N:18]2[N:23]=[N:24][N:25]=[C:17]2[C:16]=1[NH:26][C:27](=O)[CH2:28][O:29][CH2:30][CH3:31])(=O)C.